The task is: Predict which catalyst facilitates the given reaction.. This data is from Catalyst prediction with 721,799 reactions and 888 catalyst types from USPTO. Reactant: [C:1]([O:5][C:6]([NH:8][C@H:9]([CH2:16][C:17]1[CH:22]=[CH:21][CH:20]=[CH:19][C:18]=1[F:23])[CH2:10]OS(C)(=O)=O)=[O:7])([CH3:4])([CH3:3])[CH3:2].[C:24]([O-:27])(=[S:26])[CH3:25].[K+]. Product: [C:1]([O:5][C:6]([NH:8][C@H:9]([CH2:16][C:17]1[CH:22]=[CH:21][CH:20]=[CH:19][C:18]=1[F:23])[CH2:10][S:26][C:24](=[O:27])[CH3:25])=[O:7])([CH3:2])([CH3:3])[CH3:4]. The catalyst class is: 35.